This data is from Full USPTO retrosynthesis dataset with 1.9M reactions from patents (1976-2016). The task is: Predict the reactants needed to synthesize the given product. (1) Given the product [NH2:17][C:14]1[CH:13]=[CH:12][C:11]([C:10]([N:2]([CH3:1])[CH2:3][CH2:4][C:5]([O:7][CH2:8][CH3:9])=[O:6])=[O:20])=[CH:16][CH:15]=1, predict the reactants needed to synthesize it. The reactants are: [CH3:1][N:2]([C:10](=[O:20])[C:11]1[CH:16]=[CH:15][C:14]([N+:17]([O-])=O)=[CH:13][CH:12]=1)[CH2:3][CH2:4][C:5]([O:7][CH2:8][CH3:9])=[O:6].O1CCCC1. (2) Given the product [N:1]([C:4]1[CH:5]=[CH:6][C:7]([C:8]([NH:32][CH2:31][CH2:30][CH2:29][C:23]2[CH:28]=[CH:27][CH:26]=[CH:25][CH:24]=2)=[O:10])=[CH:11][CH:12]=1)=[N+:2]=[N-:3], predict the reactants needed to synthesize it. The reactants are: [N:1]([C:4]1[CH:12]=[CH:11][C:7]([C:8]([OH:10])=O)=[CH:6][CH:5]=1)=[N+:2]=[N-:3].C1C=CC2N(O)N=NC=2C=1.[C:23]1([CH2:29][CH2:30][CH2:31][NH2:32])[CH:28]=[CH:27][CH:26]=[CH:25][CH:24]=1.CCN=C=NCCCN(C)C. (3) Given the product [CH2:7]([C:9]1[CH:14]=[CH:13][C:12]([C:15]2[S:16][C:17]([CH3:41])=[C:18]([C:37]([F:38])([F:40])[F:39])[C:19]=2[CH2:20][O:21][C:22]2[C:27]([F:28])=[CH:26][C:25]([CH2:29][CH2:30][CH2:31][OH:32])=[CH:24][C:23]=2[F:36])=[CH:11][CH:10]=1)[CH3:8], predict the reactants needed to synthesize it. The reactants are: [H-].[H-].[H-].[H-].[Li+].[Al+3].[CH2:7]([C:9]1[CH:14]=[CH:13][C:12]([C:15]2[S:16][C:17]([CH3:41])=[C:18]([C:37]([F:40])([F:39])[F:38])[C:19]=2[CH2:20][O:21][C:22]2[C:27]([F:28])=[CH:26][C:25]([CH2:29][CH2:30][C:31](OCC)=[O:32])=[CH:24][C:23]=2[F:36])=[CH:11][CH:10]=1)[CH3:8]. (4) Given the product [F:1][C:2]1[C:11]([F:12])=[C:10]2[C:5]([CH:6]=[C:7]([O:13][C:14]3[CH:19]=[CH:18][CH:17]=[C:16]([F:20])[C:15]=3[C:21]([OH:23])([CH3:24])[CH3:22])[CH:8]=[N:9]2)=[CH:4][CH:3]=1, predict the reactants needed to synthesize it. The reactants are: [F:1][C:2]1[C:11]([F:12])=[C:10]2[C:5]([CH:6]=[C:7]([O:13][C:14]3[CH:19]=[CH:18][CH:17]=[C:16]([F:20])[C:15]=3[C:21](=[O:23])[CH3:22])[CH:8]=[N:9]2)=[CH:4][CH:3]=1.[CH3:24][Mg]Cl.Cl. (5) Given the product [CH3:17][O:16][C:14]([C:11]1[CH:10]=[CH:9][C:8]([CH:7]2[CH2:6][CH2:5][N:4]([C:18]([O:20][CH2:21][C:22]3[CH:23]=[CH:24][CH:25]=[CH:26][CH:27]=3)=[O:19])[CH2:3][CH:2]2[O:1][CH2:29][C:30]2[CH:31]=[CH:32][C:33]3[O:38][CH2:37][C:36](=[O:39])[N:35]([CH2:40][CH2:41][CH2:42][O:43][CH3:44])[C:34]=3[CH:45]=2)=[CH:13][CH:12]=1)=[O:15], predict the reactants needed to synthesize it. The reactants are: [OH:1][CH:2]1[CH:7]([C:8]2[CH:13]=[CH:12][C:11]([C:14]([O:16][CH3:17])=[O:15])=[CH:10][CH:9]=2)[CH2:6][CH2:5][N:4]([C:18]([O:20][CH2:21][C:22]2[CH:27]=[CH:26][CH:25]=[CH:24][CH:23]=2)=[O:19])[CH2:3]1.Cl[CH2:29][C:30]1[CH:31]=[CH:32][C:33]2[O:38][CH2:37][C:36](=[O:39])[N:35]([CH2:40][CH2:41][CH2:42][O:43][CH3:44])[C:34]=2[CH:45]=1. (6) Given the product [CH3:12][C@@H:7]1[CH2:6][CH:5]([SH:4])[CH2:10][C@H:9]([CH3:11])[O:8]1, predict the reactants needed to synthesize it. The reactants are: N.C(=O)([S:4][CH:5]1[CH2:10][CH:9]([CH3:11])[O:8][CH:7]([CH3:12])[CH2:6]1)C.